This data is from Full USPTO retrosynthesis dataset with 1.9M reactions from patents (1976-2016). The task is: Predict the reactants needed to synthesize the given product. (1) Given the product [CH:43]1([C:2]2[CH:9]=[C:8]([CH2:10][O:11][CH:12]([C:17]3[S:21][C:20]([C:22]4[CH:23]=[N:24][C:25]([C:28]([F:31])([F:30])[F:29])=[CH:26][CH:27]=4)=[N:19][C:18]=3[CH3:32])[C:13]([F:14])([F:16])[F:15])[CH:7]=[CH:6][C:3]=2[C:4]#[N:5])[CH2:42][CH2:40]1, predict the reactants needed to synthesize it. The reactants are: Br[C:2]1[CH:9]=[C:8]([CH2:10][O:11][CH:12]([C:17]2[S:21][C:20]([C:22]3[CH:23]=[N:24][C:25]([C:28]([F:31])([F:30])[F:29])=[CH:26][CH:27]=3)=[N:19][C:18]=2[CH3:32])[C:13]([F:16])([F:15])[F:14])[CH:7]=[CH:6][C:3]=1[C:4]#[N:5].FC(F)(F)C(C1S[C:40]([C:42]2[CH:43]=NC(C(F)(F)F)=CC=2)=NC=1C)O.BrC1C=C(CBr)C=CC=1C#N.C1(P(C2CCCCC2)C2CCCCC2)CCCCC1.C1(B(O)O)CC1. (2) Given the product [O:21]=[C:8]1[N:7]([CH:4]2[CH2:5][CH2:6][N:1]([C:23]3([C:24]#[N:25])[CH2:27][CH2:33][O:28][CH2:29][CH2:26]3)[CH2:2][CH2:3]2)[C:11]2[CH:12]=[C:13]([O:16][C:17]([F:18])([F:20])[F:19])[CH:14]=[CH:15][C:10]=2[NH:9]1, predict the reactants needed to synthesize it. The reactants are: [NH:1]1[CH2:6][CH2:5][CH:4]([N:7]2[C:11]3[CH:12]=[C:13]([O:16][C:17]([F:20])([F:19])[F:18])[CH:14]=[CH:15][C:10]=3[NH:9][C:8]2=[O:21])[CH2:3][CH2:2]1.O[C:23]([CH3:27])([CH3:26])[C:24]#[N:25].[O:28]1[CH2:33]CC(=O)C[CH2:29]1. (3) Given the product [F:17][C:18]1[CH:19]=[C:20]2[C:21]([C:3]([S:4][C:5]3[CH:6]=[C:7]([CH2:11][C:12]([OH:14])=[O:13])[CH:8]=[CH:9][CH:10]=3)=[C:2]([CH3:15])[NH:24]2)=[CH:22][CH:23]=1, predict the reactants needed to synthesize it. The reactants are: O=[C:2]([CH3:15])[CH2:3][S:4][C:5]1[CH:6]=[C:7]([CH2:11][C:12]([OH:14])=[O:13])[CH:8]=[CH:9][CH:10]=1.Cl.[F:17][C:18]1[CH:19]=[C:20]([NH:24]N)[CH:21]=[CH:22][CH:23]=1. (4) The reactants are: [Cl:1][C:2]1[C:3]([C:9]2[C:17]3[C:12](=[CH:13][CH:14]=[C:15](I)[CH:16]=3)[N:11]([CH2:19][CH2:20][O:21][CH3:22])[CH:10]=2)=[N:4][C:5]([NH2:8])=[N:6][CH:7]=1.[C:23]([Si](C)(C)C)#[CH:24].C([O-])([O-])=O.[K+].[K+]. Given the product [Cl:1][C:2]1[C:3]([C:9]2[C:17]3[C:12](=[CH:13][CH:14]=[C:15]([C:23]#[CH:24])[CH:16]=3)[N:11]([CH2:19][CH2:20][O:21][CH3:22])[CH:10]=2)=[N:4][C:5]([NH2:8])=[N:6][CH:7]=1, predict the reactants needed to synthesize it. (5) Given the product [Br:13][C:10]1[CH:11]=[CH:12][C:7]2[O:6][C:5]([C:4]([OH:3])=[O:17])=[C:14]([CH3:15])[C:8]=2[CH:9]=1, predict the reactants needed to synthesize it. The reactants are: C([O:3][C:4](=[O:17])[CH2:5][O:6][C:7]1[CH:12]=[CH:11][C:10]([Br:13])=[CH:9][C:8]=1[C:14](=O)[CH3:15])C.[O-]CC.[Na+].CO.ClCCl. (6) Given the product [C:19]([NH:18][C:16]1[S:15][C:13]2[N:14]=[C:9]([N:8]([CH:22]3[CH2:24][CH2:23]3)[C:4]3[CH:3]=[C:2]([NH:1][C:28](=[O:29])[C:27]4[CH:31]=[CH:32][CH:33]=[C:34]([C:35]([F:36])([F:37])[F:38])[C:26]=4[Cl:25])[CH:7]=[CH:6][CH:5]=3)[N:10]=[CH:11][C:12]=2[N:17]=1)(=[O:21])[CH3:20], predict the reactants needed to synthesize it. The reactants are: [NH2:1][C:2]1[CH:3]=[C:4]([N:8]([CH:22]2[CH2:24][CH2:23]2)[C:9]2[N:10]=[CH:11][C:12]3[N:17]=[C:16]([NH:18][C:19](=[O:21])[CH3:20])[S:15][C:13]=3[N:14]=2)[CH:5]=[CH:6][CH:7]=1.[Cl:25][C:26]1[C:34]([C:35]([F:38])([F:37])[F:36])=[CH:33][CH:32]=[CH:31][C:27]=1[C:28](O)=[O:29].F[P-](F)(F)(F)(F)F.N1(OC(N(C)C)=[N+](C)C)C2N=CC=CC=2N=N1.C(=O)([O-])O.[Na+]. (7) Given the product [C:1]1([C:8]2[CH:9]=[CH:10][CH:11]=[CH:12][CH:13]=2)[CH:6]=[CH:5][CH:4]=[CH:3][C:2]=1[NH:7][N:23]=[C:35]([C:36](=[O:38])[CH3:37])[C:32](=[O:34])[CH3:33], predict the reactants needed to synthesize it. The reactants are: [C:1]1([C:8]2[CH:13]=[CH:12][CH:11]=[CH:10][CH:9]=2)[C:2]([NH2:7])=[CH:3][CH:4]=[CH:5][CH:6]=1.P(=O)(O)(O)O.[N+]([O-])(O)=O.[N:23]([O-])=O.[Na+].C([O-])(=O)C.[K+].[C:32]([CH2:35][C:36](=[O:38])[CH3:37])(=[O:34])[CH3:33]. (8) Given the product [N+:11]([C:10]1[CH:12]=[CH:13][C:7]([C:3]2[O:2][CH:6]=[CH:5][N:4]=2)=[CH:8][CH:9]=1)#[C-:14], predict the reactants needed to synthesize it. The reactants are: Cl.[O:2]1[CH:6]=[CH:5][N:4]=[C:3]1[C:7]1[CH:13]=[CH:12][C:10]([NH2:11])=[CH:9][CH:8]=1.[CH:14](O)=O.C([O-])=O.[Na+].P(Cl)(Cl)(Cl)=O.C(N)=O.CCN(C(C)C)C(C)C.